The task is: Predict which catalyst facilitates the given reaction.. This data is from Catalyst prediction with 721,799 reactions and 888 catalyst types from USPTO. (1) Reactant: [C:1]1([CH:7]2[CH2:11][NH:10][CH2:9][CH:8]2[CH2:12][OH:13])[CH:6]=[CH:5][CH:4]=[CH:3][CH:2]=1.CN(C(ON1N=NC2C=CC=CC1=2)=[N+](C)C)C.[B-](F)(F)(F)F.C(N(C(C)C)C(C)C)C.[CH3:45][C:46]1[CH:51]=[CH:50][C:49]([C:52]2[O:56][N:55]=[CH:54][C:53]=2[C:57](O)=[O:58])=[CH:48][CH:47]=1. Product: [CH3:45][C:46]1[CH:47]=[CH:48][C:49]([C:52]2[O:56][N:55]=[CH:54][C:53]=2[C:57]([N:10]2[CH2:11][C@@H:7]([C:1]3[CH:2]=[CH:3][CH:4]=[CH:5][CH:6]=3)[CH:8]([CH2:12][OH:13])[CH2:9]2)=[O:58])=[CH:50][CH:51]=1. The catalyst class is: 3. (2) Reactant: [CH3:1][N:2]1[CH2:7][CH2:6][N:5]([CH2:8][CH2:9][CH2:10][NH:11][C:12]2[C:13]([NH2:18])=[CH:14][CH:15]=[CH:16][CH:17]=2)[CH2:4][CH2:3]1.CC1N=[C:22](O)[C:23]2[C:24](=[N:26][O:27][N:28]=2)[N:25]=1. Product: [CH3:1][N:2]1[CH2:3][CH2:4][N:5]([CH2:8][CH2:9][CH2:10][N:11]2[C:12]3[CH:17]=[CH:16][CH:15]=[CH:14][C:13]=3[N:18]=[C:22]2[C:23]2[C:24]([NH2:25])=[N:26][O:27][N:28]=2)[CH2:6][CH2:7]1. The catalyst class is: 15. (3) Product: [CH2:27]([O:34][C:35](=[O:48])[CH:36]([NH:40][C:41]([O:43][C:44]([CH3:47])([CH3:46])[CH3:45])=[O:42])[CH2:37][CH2:38][I:25])[C:28]1[CH:33]=[CH:32][CH:31]=[CH:30][CH:29]=1. Reactant: C1(P(C2C=CC=CC=2)C2C=CC=CC=2)C=CC=CC=1.N1C=CN=C1.[I:25]I.[CH2:27]([O:34][C:35](=[O:48])[CH:36]([NH:40][C:41]([O:43][C:44]([CH3:47])([CH3:46])[CH3:45])=[O:42])[CH2:37][CH2:38]O)[C:28]1[CH:33]=[CH:32][CH:31]=[CH:30][CH:29]=1. The catalyst class is: 2. (4) Reactant: Br[CH2:2][C:3]1[C:4]([C@H:20]([O:26][C:27]([CH3:30])([CH3:29])[CH3:28])[C:21]([O:23][CH2:24][CH3:25])=[O:22])=[C:5]([C:13]2[CH:18]=[CH:17][C:16]([Cl:19])=[CH:15][CH:14]=2)[C:6]2[C:11]([CH:12]=1)=[CH:10][CH:9]=[CH:8][CH:7]=2.[CH3:31][NH:32][CH3:33]. Product: [C:27]([O:26][C@@H:20]([C:4]1[C:3]([CH2:2][N:32]([CH3:33])[CH3:31])=[CH:12][C:11]2[C:6](=[CH:7][CH:8]=[CH:9][CH:10]=2)[C:5]=1[C:13]1[CH:18]=[CH:17][C:16]([Cl:19])=[CH:15][CH:14]=1)[C:21]([O:23][CH2:24][CH3:25])=[O:22])([CH3:28])([CH3:29])[CH3:30]. The catalyst class is: 1. (5) Reactant: [NH2:1][C@@H:2](/[CH:5]=[C:6](/[C:9]1[CH:14]=[CH:13][CH:12]=[CH:11][CH:10]=1)\[CH2:7][CH3:8])[CH2:3][OH:4]. Product: [NH2:1][C@@H:2]([CH2:5][CH:6]([C:9]1[CH:10]=[CH:11][CH:12]=[CH:13][CH:14]=1)[CH2:7][CH3:8])[CH2:3][OH:4]. The catalyst class is: 19. (6) Reactant: [C:1]([O:5][C:6]([NH:8][C@@H:9]([CH3:13])[C:10]([OH:12])=O)=[O:7])([CH3:4])([CH3:3])[CH3:2].CN1CCOCC1.ClC(OCC(C)C)=O.[NH2:29][C:30]1[CH:44]=[CH:43][CH:42]=[C:41]([Cl:45])[C:31]=1[C:32]([NH:34][C:35]1[CH:40]=[CH:39][CH:38]=[CH:37][CH:36]=1)=[O:33]. Product: [Cl:45][C:41]1[C:31]([C:32](=[O:33])[NH:34][C:35]2[CH:36]=[CH:37][CH:38]=[CH:39][CH:40]=2)=[C:30]([NH:29][C:10](=[O:12])[C@@H:9]([NH:8][C:6](=[O:7])[O:5][C:1]([CH3:2])([CH3:3])[CH3:4])[CH3:13])[CH:44]=[CH:43][CH:42]=1. The catalyst class is: 54.